This data is from Reaction yield outcomes from USPTO patents with 853,638 reactions. The task is: Predict the reaction yield, written as a fraction of the theoretical maximum amount of product (1.0 means a 100% yield; for example, 0.34 means a 34% yield). The yield is 0.380. The reactants are N(C(N1CCCCC1)=O)=N[C:3](N1CCCCC1)=O.[OH:19][C:20]1[CH:21]=[C:22]2[C:26](=[CH:27][CH:28]=1)[NH:25][C:24]([CH2:29][CH:30]([CH2:35][C:36]1[CH:41]=[CH:40][CH:39]=[CH:38][CH:37]=1)[C:31]([O:33][CH3:34])=[O:32])=[CH:23]2.OC[CH2:44][CH2:45][NH:46][C:47]1[CH:52]=[CH:51][CH:50]=[CH:49][N:48]=1.C(P(CCCC)CCCC)CCC. The catalyst is O1CCCC1. The product is [CH2:35]([CH:30]([CH2:29][C:24]1[NH:25][C:26]2[C:22]([CH:23]=1)=[CH:21][C:20]([O:19][CH2:3][CH:45]([NH:46][C:47]1[CH:52]=[CH:51][CH:50]=[CH:49][N:48]=1)[CH3:44])=[CH:28][CH:27]=2)[C:31]([O:33][CH3:34])=[O:32])[C:36]1[CH:37]=[CH:38][CH:39]=[CH:40][CH:41]=1.